This data is from Catalyst prediction with 721,799 reactions and 888 catalyst types from USPTO. The task is: Predict which catalyst facilitates the given reaction. Reactant: C([O:4][CH2:5][C:6]1[C:15]2[C:10](=[CH:11][CH:12]=[CH:13][CH:14]=2)[C:9]([C:16]2[CH2:17][C:18]([C:25]3[CH:30]=[C:29]([Cl:31])[C:28](Cl)=[C:27]([Cl:33])[CH:26]=3)([C:21]([F:24])([F:23])[F:22])[CH2:19][N:20]=2)=[CH:8][CH:7]=1)(=O)C.C[O-].[Na+]. Product: [Cl:33][C:27]1[CH:26]=[C:25]([C:18]2([C:21]([F:23])([F:24])[F:22])[CH2:17][C:16]([C:9]3[C:10]4[C:15](=[CH:14][CH:13]=[CH:12][CH:11]=4)[C:6]([CH2:5][OH:4])=[CH:7][CH:8]=3)=[N:20][CH2:19]2)[CH:30]=[C:29]([Cl:31])[CH:28]=1. The catalyst class is: 5.